The task is: Predict the product of the given reaction.. This data is from Forward reaction prediction with 1.9M reactions from USPTO patents (1976-2016). (1) Given the reactants Cl[C:2]1[N:7]=[N:6][C:5]([C:8]([NH:10][CH2:11][CH2:12][CH:13]([CH3:15])[CH3:14])=[O:9])=[CH:4][CH:3]=1.[C:16]1([CH2:22][CH2:23][CH:24]2[CH2:28][CH2:27][NH:26][CH2:25]2)[CH:21]=[CH:20][CH:19]=[CH:18][CH:17]=1.CCN(CC)CC, predict the reaction product. The product is: [CH3:14][CH:13]([CH3:15])[CH2:12][CH2:11][NH:10][C:8]([C:5]1[N:6]=[N:7][C:2]([N:26]2[CH2:27][CH2:28][CH:24]([CH2:23][CH2:22][C:16]3[CH:21]=[CH:20][CH:19]=[CH:18][CH:17]=3)[CH2:25]2)=[CH:3][CH:4]=1)=[O:9]. (2) Given the reactants [CH2:1]1[C:6]2([CH2:11][CH2:10][CH2:9][CH2:8][CH2:7]2)[CH2:5][CH2:4][CH:3]([OH:12])[CH2:2]1.[CH3:13][O:14][C:15]([C:17]1[CH:26]=[CH:25][C:24]2[C:19](=[CH:20][CH:21]=[C:22](O)[CH:23]=2)[CH:18]=1)=[O:16].C1(P(C2C=CC=CC=2)C2C=CC=CC=2)C=CC=CC=1.C1(C)C=CC=CC=1.N(C(OC(C)C)=O)=NC(OC(C)C)=O, predict the reaction product. The product is: [CH2:5]1[C:6]2([CH2:7][CH2:8][CH2:9][CH2:10][CH2:11]2)[CH2:1][CH2:2][CH:3]([O:12][C:22]2[CH:23]=[C:24]3[C:19](=[CH:20][CH:21]=2)[CH:18]=[C:17]([C:15]([O:14][CH3:13])=[O:16])[CH:26]=[CH:25]3)[CH2:4]1. (3) Given the reactants [CH:1]1[CH:2]=[CH:3][C:4]2[NH:11][C:9](=[O:10])[CH:8]=[C:7]([CH2:12][CH:13]([NH:17][C:18]([C:20]3[CH:21]=[CH:22][C:23]([Cl:26])=[CH:24][CH:25]=3)=[O:19])[C:14]([OH:16])=[O:15])[C:5]=2[CH:6]=1.Br[CH2:28][CH2:29][N:30]1[CH:34]=[CH:33][CH:32]=[CH:31]1, predict the reaction product. The product is: [Cl:26][C:23]1[CH:24]=[CH:25][C:20]([C:18]([NH:17][CH:13]([CH2:12][C:7]2[C:5]3[C:4](=[CH:3][CH:2]=[CH:1][CH:6]=3)[NH:11][C:9](=[O:10])[CH:8]=2)[C:14]([O:16][CH2:28][CH2:29][N:30]2[CH:34]=[CH:33][CH:32]=[CH:31]2)=[O:15])=[O:19])=[CH:21][CH:22]=1. (4) Given the reactants Cl[C:2]1[C:11]2[C:6](=[CH:7][C:8]([O:12][CH3:13])=[CH:9][CH:10]=2)[CH:5]=[C:4]([NH:14][C:15]2[CH:19]=[CH:18][NH:17][N:16]=2)[N:3]=1.[F:20][C:21]1[CH:22]=[C:23](B(O)O)[CH:24]=[CH:25][CH:26]=1, predict the reaction product. The product is: [F:20][C:21]1[CH:26]=[C:25]([C:2]2[C:11]3[C:6](=[CH:7][C:8]([O:12][CH3:13])=[CH:9][CH:10]=3)[CH:5]=[C:4]([NH:14][C:15]3[CH:19]=[CH:18][NH:17][N:16]=3)[N:3]=2)[CH:24]=[CH:23][CH:22]=1. (5) Given the reactants Br[C:2]1[CH:3]=[CH:4][C:5]2[O:14][C:13]3[CH2:12][CH2:11][N:10]([C:15]([O:17][C:18]([CH3:21])([CH3:20])[CH3:19])=[O:16])[CH2:9][C:8]=3[C:6]=2[CH:7]=1.[CH3:22][O:23][C:24]1[CH:29]=[CH:28][C:27]([S:30]([O-:32])=[O:31])=[CH:26][CH:25]=1.[Na+], predict the reaction product. The product is: [CH3:22][O:23][C:24]1[CH:25]=[CH:26][C:27]([S:30]([C:2]2[CH:3]=[CH:4][C:5]3[O:14][C:13]4[CH2:12][CH2:11][N:10]([C:15]([O:17][C:18]([CH3:21])([CH3:20])[CH3:19])=[O:16])[CH2:9][C:8]=4[C:6]=3[CH:7]=2)(=[O:32])=[O:31])=[CH:28][CH:29]=1.